Dataset: Forward reaction prediction with 1.9M reactions from USPTO patents (1976-2016). Task: Predict the product of the given reaction. (1) Given the reactants C(N(C(C)C)CC)(C)C.[NH2:10][C:11]1[CH:19]=[CH:18][CH:17]=[C:16]([CH3:20])[C:12]=1[C:13]([OH:15])=[O:14].[C:21]1([C:31](Cl)=O)[C:30]2[C:25](=[CH:26][CH:27]=[CH:28][CH:29]=2)[CH:24]=[CH:23][CH:22]=1.CN(C(ON1N=NC2C=CC=NC1=2)=[N+](C)C)C.F[P-](F)(F)(F)(F)F, predict the reaction product. The product is: [CH3:20][C:16]1[C:12]2[C:13](=[O:15])[O:14][C:31]([C:21]3[C:30]4[C:25](=[CH:26][CH:27]=[CH:28][CH:29]=4)[CH:24]=[CH:23][CH:22]=3)=[N:10][C:11]=2[CH:19]=[CH:18][CH:17]=1. (2) The product is: [CH2:17]([O:19][C:20]1[N:24]([CH2:25][C:26]2[CH:31]=[CH:30][C:29]([C:32]3[CH:37]=[CH:36][CH:35]=[CH:34][C:33]=3[C:38]3[N:42]([C:43]([C:56]4[CH:57]=[CH:58][CH:59]=[CH:60][CH:61]=4)([C:50]4[CH:55]=[CH:54][CH:53]=[CH:52][CH:51]=4)[C:44]4[CH:49]=[CH:48][CH:47]=[CH:46][CH:45]=4)[N:41]=[N:40][N:39]=3)=[CH:28][CH:27]=2)[C:23]2[C:62]([C:66]([O:68][C:69]([O:71][C:72]([O:10][CH2:9][CH2:8][CH:7]([CH3:11])[C@@H:6]([O:12][N+:13]([O-:15])=[O:14])[C@H:4]([O:3][N+:1]([O-:16])=[O:2])[CH3:5])=[O:73])([CH3:84])[CH3:70])=[O:67])=[CH:63][CH:64]=[CH:65][C:22]=2[N:21]=1)[CH3:18]. Given the reactants [N+:1]([O-:16])([O:3][C@@H:4]([C@H:6]([O:12][N+:13]([O-:15])=[O:14])[CH:7]([CH3:11])[CH2:8][CH2:9][OH:10])[CH3:5])=[O:2].[CH2:17]([O:19][C:20]1[N:24]([CH2:25][C:26]2[CH:31]=[CH:30][C:29]([C:32]3[CH:37]=[CH:36][CH:35]=[CH:34][C:33]=3[C:38]3[N:42]([C:43]([C:56]4[CH:61]=[CH:60][CH:59]=[CH:58][CH:57]=4)([C:50]4[CH:55]=[CH:54][CH:53]=[CH:52][CH:51]=4)[C:44]4[CH:49]=[CH:48][CH:47]=[CH:46][CH:45]=4)[N:41]=[N:40][N:39]=3)=[CH:28][CH:27]=2)[C:23]2[C:62]([C:66]([O:68][C:69]([CH3:84])([O:71][C:72](OC3C=CC([N+]([O-])=O)=CC=3)=[O:73])[CH3:70])=[O:67])=[CH:63][CH:64]=[CH:65][C:22]=2[N:21]=1)[CH3:18], predict the reaction product.